From a dataset of Reaction yield outcomes from USPTO patents with 853,638 reactions. Predict the reaction yield, written as a fraction of the theoretical maximum amount of product (1.0 means a 100% yield; for example, 0.34 means a 34% yield). (1) The reactants are C([NH:11][CH2:12][CH2:13][CH2:14][CH2:15][C:16]1[CH:21]=[CH:20][CH:19]=[CH:18][C:17]=1[O:22][CH2:23][CH:24]([OH:27])[CH2:25][OH:26])(OCC1C=CC=CC=1)=O.[H][H]. The catalyst is CO.[Pd]. The product is [OH:27][CH:24]([CH2:25][OH:26])[CH2:23][O:22][C:17]1[CH:18]=[CH:19][CH:20]=[CH:21][C:16]=1[CH2:15][CH2:14][CH2:13][CH2:12][NH2:11]. The yield is 0.660. (2) The reactants are I[C:2]1[CH:3]=[N:4][CH:5]=[C:6]([C:9]=1[NH:10][C:11]1[C:12]([CH3:20])=[C:13]2[C:17](=[CH:18][CH:19]=1)[NH:16][CH:15]=[CH:14]2)[C:7]#[N:8].C([Sn](CCCC)(CCCC)[C:26]1[O:27][C:28]2[CH:34]=[CH:33][C:32]([CH:35]=[O:36])=[CH:31][C:29]=2[CH:30]=1)CCC. The catalyst is CN(C=O)C.C1C=CC([P]([Pd]([P](C2C=CC=CC=2)(C2C=CC=CC=2)C2C=CC=CC=2)([P](C2C=CC=CC=2)(C2C=CC=CC=2)C2C=CC=CC=2)[P](C2C=CC=CC=2)(C2C=CC=CC=2)C2C=CC=CC=2)(C2C=CC=CC=2)C2C=CC=CC=2)=CC=1. The product is [CH:35]([C:32]1[CH:33]=[CH:34][C:28]2[O:27][C:26]([C:2]3[CH:3]=[N:4][CH:5]=[C:6]([C:9]=3[NH:10][C:11]3[C:12]([CH3:20])=[C:13]4[C:17](=[CH:18][CH:19]=3)[NH:16][CH:15]=[CH:14]4)[C:7]#[N:8])=[CH:30][C:29]=2[CH:31]=1)=[O:36]. The yield is 0.760. (3) The reactants are [NH2:1][C:2]1[C:3]([F:22])=[CH:4][C:5]([C@@H:15]2[CH2:17][C@H:16]2[C:18]([F:21])([F:20])[F:19])=[C:6]([N:8]2[C:12](=[O:13])[N:11]([CH3:14])[N:10]=[N:9]2)[CH:7]=1.Cl.Cl[C:25]1[N:30]=[C:29]([NH:31][CH:32]2[CH2:37][C:36]([CH3:39])([CH3:38])[NH:35][C:34]([CH3:41])([CH3:40])[CH2:33]2)[C:28]([F:42])=[CH:27][N:26]=1.O.C1(C)C=CC(S(O)(=O)=O)=CC=1.NC1C=C(C=CC=1)C(O)=O.NC1C=CC=CC=1. The catalyst is CC(O)C. The yield is 0.240. The product is [CH3:38][C:36]1([CH3:39])[CH2:37][CH:32]([NH:31][C:29]2[C:28]([F:42])=[CH:27][N:26]=[C:25]([NH:1][C:2]3[C:3]([F:22])=[CH:4][C:5]([C@@H:15]4[CH2:17][C@H:16]4[C:18]([F:19])([F:21])[F:20])=[C:6]([N:8]4[C:12](=[O:13])[N:11]([CH3:14])[N:10]=[N:9]4)[CH:7]=3)[N:30]=2)[CH2:33][C:34]([CH3:41])([CH3:40])[NH:35]1. (4) The reactants are [NH2:1][C:2]1[CH:7]=[CH:6][CH:5]=[CH:4][C:3]=1[S:8]([NH2:11])(=[O:10])=[O:9].[I:12]Cl. The catalyst is C(Cl)(Cl)Cl. The product is [I:12][C:5]1[CH:6]=[CH:7][C:2]([NH2:1])=[C:3]([S:8]([NH2:11])(=[O:9])=[O:10])[CH:4]=1. The yield is 0.920. (5) The reactants are C([O:3][C:4]([C:6]1[CH:7]=[N:8][N:9]2[C:14]([CH:15]3[CH2:20][CH2:19][CH2:18][CH2:17][CH2:16]3)=[C:13]([C:21]3[CH:26]=[CH:25][C:24]([C:27]4[CH:32]=[CH:31][CH:30]=[C:29]([O:33][CH3:34])[CH:28]=4)=[CH:23][CH:22]=3)[CH:12]=[N:11][C:10]=12)=[O:5])C.[Li+].[OH-].Cl. The catalyst is O1CCCC1. The product is [CH:15]1([C:14]2[N:9]3[N:8]=[CH:7][C:6]([C:4]([OH:5])=[O:3])=[C:10]3[N:11]=[CH:12][C:13]=2[C:21]2[CH:22]=[CH:23][C:24]([C:27]3[CH:32]=[CH:31][CH:30]=[C:29]([O:33][CH3:34])[CH:28]=3)=[CH:25][CH:26]=2)[CH2:16][CH2:17][CH2:18][CH2:19][CH2:20]1. The yield is 0.340. (6) The product is [Cl:1][C:2]1[CH:3]=[C:4]([CH:5]=[CH:6][C:7]=1[Cl:8])[CH2:9][NH:10][C:15](=[NH:18])[CH:14]([O:19][CH2:20][CH3:21])[O:13][CH2:11][CH3:12]. The catalyst is CO. The yield is 0.727. The reactants are [Cl:1][C:2]1[CH:3]=[C:4]([CH2:9][NH2:10])[CH:5]=[CH:6][C:7]=1[Cl:8].[CH2:11]([O:13][CH:14]([O:19][CH2:20][CH3:21])[C:15](=[NH:18])OC)[CH3:12]. (7) The reactants are [Cl:1][C:2]1[CH:7]=[C:6]([N+:8]([O-])=O)[CH:5]=[C:4]([Cl:11])[C:3]=1[N:12]1[CH2:25][C:14]2([CH2:17][N:16]([C:18]([O:20][C:21]([CH3:24])([CH3:23])[CH3:22])=[O:19])[CH2:15]2)[CH2:13]1.C([O-])=O.[NH4+].CO. The catalyst is [Zn].O. The product is [C:21]([O:20][C:18]([N:16]1[CH2:17][C:14]2([CH2:13][N:12]([C:3]3[C:2]([Cl:1])=[CH:7][C:6]([NH2:8])=[CH:5][C:4]=3[Cl:11])[CH2:25]2)[CH2:15]1)=[O:19])([CH3:24])([CH3:22])[CH3:23]. The yield is 0.620. (8) The reactants are [I:1][C:2]1[CH:23]=[CH:22][C:5]([O:6][C:7]2[CH:8]=[C:9]([CH:12]=[C:13]([S:15][C:16]3[N:17]([CH3:21])[CH:18]=[CH:19][N:20]=3)[CH:14]=2)[C:10]#N)=[CH:4][CH:3]=1.C(O)C.[OH-:27].[Na+].[OH2:29]. No catalyst specified. The product is [I:1][C:2]1[CH:23]=[CH:22][C:5]([O:6][C:7]2[CH:8]=[C:9]([CH:12]=[C:13]([S:15][C:16]3[N:17]([CH3:21])[CH:18]=[CH:19][N:20]=3)[CH:14]=2)[C:10]([OH:29])=[O:27])=[CH:4][CH:3]=1. The yield is 0.900.